This data is from Peptide-MHC class I binding affinity with 185,985 pairs from IEDB/IMGT. The task is: Regression. Given a peptide amino acid sequence and an MHC pseudo amino acid sequence, predict their binding affinity value. This is MHC class I binding data. The peptide sequence is LANETTQAL. The MHC is HLA-B35:01 with pseudo-sequence HLA-B35:01. The binding affinity (normalized) is 0.936.